From a dataset of M1 muscarinic receptor antagonist screen with 61,756 compounds. Binary Classification. Given a drug SMILES string, predict its activity (active/inactive) in a high-throughput screening assay against a specified biological target. (1) The result is 0 (inactive). The molecule is Brc1oc(c2onc(n2)c2nonc2N)cc1. (2) The drug is O(c1c(N2CCN(CC2)c2nc(N)c(c(c2C#N)CC#N)C#N)cccc1)C. The result is 0 (inactive). (3) The drug is Clc1c(c2oc(Nc3sc4c(n3)c(OC)ccc4)nn2)cccc1. The result is 0 (inactive).